This data is from Full USPTO retrosynthesis dataset with 1.9M reactions from patents (1976-2016). The task is: Predict the reactants needed to synthesize the given product. (1) Given the product [OH:34][C@H:24]([CH2:25][O:26][C:27]1[CH:28]=[CH:29][C:30]([OH:33])=[CH:31][CH:32]=1)[CH2:23][NH:15][CH2:14][CH2:13][C:12]1[CH:35]=[CH:36][C:9]([NH:8][CH:4]2[S:3][C:2](=[O:1])[NH:6][C:5]2=[O:7])=[CH:10][CH:11]=1, predict the reactants needed to synthesize it. The reactants are: [O:1]=[C:2]1[NH:6][C:5](=[O:7])[CH:4]([NH:8][C:9]2[CH:36]=[CH:35][C:12]([CH2:13][CH2:14][N:15]([CH2:23][C@H:24]([OH:34])[CH2:25][O:26][C:27]3[CH:32]=[CH:31][C:30]([OH:33])=[CH:29][CH:28]=3)C(=O)OC(C)(C)C)=[CH:11][CH:10]=2)[S:3]1.FC(F)(F)C(O)=O. (2) Given the product [OH:3][CH2:4][CH2:5][CH:6]1[S:10][C:9]([C:11]2[NH:12][C:13]3[C:18]([CH:19]=2)=[CH:17][CH:16]=[CH:15][C:14]=3[N:20]([CH3:29])[S:21]([C:24]2[S:25][CH:26]=[CH:27][N:28]=2)(=[O:22])=[O:23])=[N:8][CH2:7]1, predict the reactants needed to synthesize it. The reactants are: C([O:3][C:4](=O)[CH2:5][CH:6]1[S:10][C:9]([C:11]2[NH:12][C:13]3[C:18]([CH:19]=2)=[CH:17][CH:16]=[CH:15][C:14]=3[N:20]([CH3:29])[S:21]([C:24]2[S:25][CH:26]=[CH:27][N:28]=2)(=[O:23])=[O:22])=[N:8][CH2:7]1)C.[BH4-].[Li+]. (3) Given the product [Cl:35][C:32]1[CH:31]=[CH:30][C:29]([C:26]2[S:27][CH:28]=[C:24]([CH2:23][S:22][C:4]3[C:5]([C:20]#[N:21])=[C:6]([C:10]4[CH:11]=[CH:12][C:13]([O:16][CH2:17][CH2:18][OH:19])=[CH:14][CH:15]=4)[C:7]([C:8]#[N:9])=[C:2]([NH:39][CH:36]4[CH2:38][CH2:37]4)[N:3]=3)[N:25]=2)=[CH:34][CH:33]=1, predict the reactants needed to synthesize it. The reactants are: Cl[C:2]1[C:7]([C:8]#[N:9])=[C:6]([C:10]2[CH:15]=[CH:14][C:13]([O:16][CH2:17][CH2:18][OH:19])=[CH:12][CH:11]=2)[C:5]([C:20]#[N:21])=[C:4]([S:22][CH2:23][C:24]2[N:25]=[C:26]([C:29]3[CH:34]=[CH:33][C:32]([Cl:35])=[CH:31][CH:30]=3)[S:27][CH:28]=2)[N:3]=1.[CH:36]1([NH2:39])[CH2:38][CH2:37]1. (4) Given the product [ClH:1].[ClH:1].[NH2:33][C@H:34]1[CH2:39][CH2:38][C@H:37]([NH:40][C:2]2[N:10]=[C:9]3[C:5]([N:6]=[CH:7][N:8]3[CH:11]3[CH2:15][CH2:14][CH2:13][CH2:12]3)=[C:4]([NH:16][CH2:17][CH2:18][NH:19][S:20]([C:23]3[CH:28]=[CH:27][C:26]([C:29]([F:30])([F:32])[F:31])=[CH:25][CH:24]=3)(=[O:22])=[O:21])[N:3]=2)[CH2:36][CH2:35]1, predict the reactants needed to synthesize it. The reactants are: [Cl:1][C:2]1[N:10]=[C:9]2[C:5]([N:6]=[CH:7][N:8]2[CH:11]2[CH2:15][CH2:14][CH2:13][CH2:12]2)=[C:4]([NH:16][CH2:17][CH2:18][NH:19][S:20]([C:23]2[CH:28]=[CH:27][C:26]([C:29]([F:32])([F:31])[F:30])=[CH:25][CH:24]=2)(=[O:22])=[O:21])[N:3]=1.[NH2:33][C@H:34]1[CH2:39][CH2:38][C@H:37]([NH2:40])[CH2:36][CH2:35]1.CCOC(C)=O. (5) Given the product [CH:1]1([CH:7]([NH:19][C:20]2[CH:21]=[CH:22][C:23]([C:26]([N:28]([CH3:36])[CH2:29][CH2:30][C:31]([O:33][CH2:34][CH3:35])=[O:32])=[O:27])=[CH:24][CH:25]=2)[C:8]2[O:9][C:10]3[CH:17]=[CH:16][C:15]([O:18][CH2:43][C:38]4[CH:39]=[CH:40][CH:41]=[CH:42][N:37]=4)=[CH:14][C:11]=3[C:12]=2[CH3:13])[CH2:6][CH2:5][CH2:4][CH2:3][CH2:2]1, predict the reactants needed to synthesize it. The reactants are: [CH:1]1([CH:7]([NH:19][C:20]2[CH:25]=[CH:24][C:23]([C:26]([N:28]([CH3:36])[CH2:29][CH2:30][C:31]([O:33][CH2:34][CH3:35])=[O:32])=[O:27])=[CH:22][CH:21]=2)[C:8]2[O:9][C:10]3[CH:17]=[CH:16][C:15]([OH:18])=[CH:14][C:11]=3[C:12]=2[CH3:13])[CH2:6][CH2:5][CH2:4][CH2:3][CH2:2]1.[N:37]1[CH:42]=[CH:41][CH:40]=[CH:39][C:38]=1[CH2:43]O.C(P(CCCC)CCCC)CCC.N(C(N1CCCCC1)=O)=NC(N1CCCCC1)=O. (6) Given the product [CH2:1]1[CH2:7][O:6][P:4]([N:8]([CH2:12][CH2:13][Cl:14])[CH2:9][CH2:10][Cl:11])(=[O:5])[NH:3][CH2:2]1, predict the reactants needed to synthesize it. The reactants are: [CH2:1]1[CH2:7][O:6][P:4]([N:8]([CH2:12][CH2:13][Cl:14])[CH2:9][CH2:10][Cl:11])(=[O:5])[NH:3][CH2:2]1.[CH2:1]1[CH2:7][O:6][P:4]([N:8]([CH2:12][CH2:13][Cl:14])[CH2:9][CH2:10][Cl:11])(=[O:5])[NH:3][CH2:2]1.O1C=CC=NP1N.C1COP(N(CCCl)CCCl)(=O)NC1.O.NCCCO.ClCCN(CCCl)P(Cl)(Cl)=O. (7) Given the product [Cl:3][C:4]1[C:12]2[N:11]=[C:10]3[N:13]([C:17]4[C:18]([CH3:26])=[N:19][C:20]([O:24][CH3:25])=[N:21][C:22]=4[CH3:23])[CH2:14][CH2:15][CH2:16][N:9]3[C:8]=2[C:7]([CH2:27][OH:28])=[CH:6][CH:5]=1, predict the reactants needed to synthesize it. The reactants are: [BH4-].[Li+].[Cl:3][C:4]1[CH:5]=[CH:6][C:7]([C:27](OC)=[O:28])=[C:8]2[C:12]=1[N:11]=[C:10]1[N:13]([C:17]3[C:18]([CH3:26])=[N:19][C:20]([O:24][CH3:25])=[N:21][C:22]=3[CH3:23])[CH2:14][CH2:15][CH2:16][N:9]21.